Dataset: Full USPTO retrosynthesis dataset with 1.9M reactions from patents (1976-2016). Task: Predict the reactants needed to synthesize the given product. (1) The reactants are: [Cl:1][C:2]1[CH:3]=[C:4]2[C:10]([C:11]3[N:16]=[C:15](S(C)=O)[C:14]([F:20])=[CH:13][N:12]=3)=[CH:9][N:8]([S:21]([C:24]3[CH:29]=[CH:28][C:27]([CH3:30])=[CH:26][CH:25]=3)(=[O:23])=[O:22])[C:5]2=[N:6][CH:7]=1.N1CCCC1=O.[NH2:37][C@H:38]1[CH2:43][CH2:42][CH2:41][C@@H:40]([N:44]2[CH2:48][CH2:47][CH2:46][C:45]2=[O:49])[CH2:39]1.C([O-])([O-])=O.[Na+].[Na+].Cl. Given the product [Cl:1][C:2]1[CH:3]=[C:4]2[C:10]([C:11]3[N:16]=[C:15]([NH:37][C@H:38]4[CH2:43][CH2:42][CH2:41][C@@H:40]([N:44]5[CH2:48][CH2:47][CH2:46][C:45]5=[O:49])[CH2:39]4)[C:14]([F:20])=[CH:13][N:12]=3)=[CH:9][N:8]([S:21]([C:24]3[CH:29]=[CH:28][C:27]([CH3:30])=[CH:26][CH:25]=3)(=[O:23])=[O:22])[C:5]2=[N:6][CH:7]=1, predict the reactants needed to synthesize it. (2) Given the product [Br:27][CH2:19][C:4]1[CH:3]=[C:2]([F:1])[CH:7]=[CH:6][C:5]=1[C:8]([CH3:17])([CH3:18])[CH2:9][C@:10]1([C:13]([F:16])([F:14])[F:15])[CH2:12][O:11]1, predict the reactants needed to synthesize it. The reactants are: [F:1][C:2]1[CH:7]=[CH:6][C:5]([C:8]([CH3:18])([CH3:17])[CH2:9][C@:10]2([C:13]([F:16])([F:15])[F:14])[CH2:12][O:11]2)=[C:4]([CH3:19])[CH:3]=1.C1C(=O)N([Br:27])C(=O)C1. (3) The reactants are: [CH2:1]([N:8]1[C:16]([C:17]2[CH:33]=[CH:32][C:20]([O:21][C:22]3[CH:23]=[C:24]([CH:29]=[CH:30][CH:31]=3)[C:25]([O:27]C)=O)=[CH:19][CH:18]=2)=[C:15]2[C:10]([C:11]([C:34]([F:37])([F:36])[F:35])=[CH:12][CH:13]=[CH:14]2)=[N:9]1)[C:2]1[CH:7]=[CH:6][CH:5]=[CH:4][CH:3]=1.[C-]#N.[Na+].[CH3:41][NH:42][CH3:43]. Given the product [CH2:1]([N:8]1[C:16]([C:17]2[CH:33]=[CH:32][C:20]([O:21][C:22]3[CH:23]=[C:24]([CH:29]=[CH:30][CH:31]=3)[C:25]([N:42]([CH3:43])[CH3:41])=[O:27])=[CH:19][CH:18]=2)=[C:15]2[C:10]([C:11]([C:34]([F:36])([F:35])[F:37])=[CH:12][CH:13]=[CH:14]2)=[N:9]1)[C:2]1[CH:7]=[CH:6][CH:5]=[CH:4][CH:3]=1, predict the reactants needed to synthesize it. (4) Given the product [N:14]1([C:10]2[CH:9]=[C:8]([NH:7][C:5]([C:4]3[C:3](=[O:2])[NH:23][CH:22]=[CH:21][C:20]=3[NH:24][CH2:25][C:26]3[CH:31]=[CH:30][CH:29]=[CH:28][N:27]=3)=[O:6])[CH:13]=[CH:12][CH:11]=2)[CH2:19][CH2:18][O:17][CH2:16][CH2:15]1, predict the reactants needed to synthesize it. The reactants are: C[O:2][C:3]1[N:23]=[CH:22][CH:21]=[C:20]([NH:24][CH2:25][C:26]2[CH:31]=[CH:30][CH:29]=[CH:28][N:27]=2)[C:4]=1[C:5]([NH:7][C:8]1[CH:13]=[CH:12][CH:11]=[C:10]([N:14]2[CH2:19][CH2:18][O:17][CH2:16][CH2:15]2)[CH:9]=1)=[O:6].Cl.C([O-])(O)=O.[Na+].C(Cl)Cl. (5) Given the product [C:9]([C:3]1[CH:4]=[C:5]([Cl:8])[CH:6]=[CH:7][C:2]=1[NH:1][S:15]([C:18]([F:21])([F:20])[F:19])(=[O:16])=[O:14])(=[O:13])[CH2:10][CH2:11][CH3:12], predict the reactants needed to synthesize it. The reactants are: [NH2:1][C:2]1[CH:7]=[CH:6][C:5]([Cl:8])=[CH:4][C:3]=1[C:9](=[O:13])[CH2:10][CH2:11][CH3:12].[O:14](S(C(F)(F)F)(=O)=O)[S:15]([C:18]([F:21])([F:20])[F:19])(=O)=[O:16]. (6) The reactants are: [CH:1]1([CH2:6][C:7]2[N:8]=[C:9]([C:12]3[O:16][C:15]([CH2:17][C:18]([CH3:24])([CH3:23])[C:19]([O:21]C)=[O:20])=[N:14][N:13]=3)[S:10][CH:11]=2)[CH2:5][CH2:4][CH2:3][CH2:2]1.Br[C:26]1[CH:31]=[CH:30][C:29]([S:32]([NH:35][C@@H:36]([CH2:41][CH3:42])[C:37]([F:40])([F:39])[F:38])(=[O:34])=[O:33])=[C:28]([CH:43]([F:45])[F:44])[C:27]=1[F:46]. Given the product [CH:1]1([CH2:6][C:7]2[N:8]=[C:9]([C:12]3[O:16][C:15]([CH2:17][C:18]([CH3:23])([CH3:24])[C:19]([OH:21])=[O:20])=[N:14][N:13]=3)[S:10][C:11]=2[C:26]2[CH:31]=[CH:30][C:29]([S:32](=[O:33])(=[O:34])[NH:35][C@@H:36]([CH2:41][CH3:42])[C:37]([F:40])([F:38])[F:39])=[C:28]([CH:43]([F:45])[F:44])[C:27]=2[F:46])[CH2:2][CH2:3][CH2:4][CH2:5]1, predict the reactants needed to synthesize it.